Dataset: Reaction yield outcomes from USPTO patents with 853,638 reactions. Task: Predict the reaction yield, written as a fraction of the theoretical maximum amount of product (1.0 means a 100% yield; for example, 0.34 means a 34% yield). (1) The reactants are [F:1][C:2]([F:21])([F:20])[O:3][C:4]1[CH:9]=[CH:8][C:7]([C:10]2[CH:18]=[CH:17][CH:16]=[C:15]3[C:11]=2[CH2:12][C:13](=[O:19])[NH:14]3)=[CH:6][CH:5]=1.[N:22]1([CH2:27][CH2:28][NH:29][C:30]([C:32]2[CH:36]=[C:35]([CH3:37])[NH:34][C:33]=2[CH:38]=O)=[O:31])[CH:26]=[CH:25][N:24]=[N:23]1. The catalyst is C(O)C.N1CCCCC1. The product is [N:22]1([CH2:27][CH2:28][NH:29][C:30]([C:32]2[CH:36]=[C:35]([CH3:37])[NH:34][C:33]=2[CH:38]=[C:12]2[C:11]3[C:15](=[CH:16][CH:17]=[CH:18][C:10]=3[C:7]3[CH:6]=[CH:5][C:4]([O:3][C:2]([F:1])([F:20])[F:21])=[CH:9][CH:8]=3)[NH:14][C:13]2=[O:19])=[O:31])[CH:26]=[CH:25][N:24]=[N:23]1. The yield is 0.740. (2) The reactants are [CH3:1][C:2]1[NH:7][C:6](=[O:8])[C:5]([C:9]#[N:10])=[C:4]([C:11]2[CH:16]=[CH:15][N:14]=[CH:13][CH:12]=2)[CH:3]=1.[BH4-].[Na+].II.Cl. The catalyst is C1COCC1. The product is [NH2:10][CH2:9][C:5]1[C:6](=[O:8])[NH:7][C:2]([CH3:1])=[CH:3][C:4]=1[C:11]1[CH:12]=[CH:13][N:14]=[CH:15][CH:16]=1. The yield is 0.310. (3) The reactants are Cl[O-].[Na+].[CH2:4]1[C:12]2[C:7](=[CH:8][CH:9]=[C:10]([C:13](=[O:15])C)[CH:11]=2)[CH2:6][CH2:5]1.C([O-])(O)=[O:17].[Na+]. No catalyst specified. The product is [CH2:6]1[C:7]2[C:12](=[CH:11][C:10]([C:13]([OH:15])=[O:17])=[CH:9][CH:8]=2)[CH2:4][CH2:5]1. The yield is 0.990. (4) The reactants are [Cl:1][C:2]1[CH:7]=[CH:6][C:5]([C:8]([C:10]2[CH:11]=[N:12][C:13](Cl)=[CH:14][CH:15]=2)=[O:9])=[CH:4][CH:3]=1.CN.C[CH2:20][N:21](CC)CC. The catalyst is CCO. The product is [Cl:1][C:2]1[CH:7]=[CH:6][C:5]([C:8]([C:10]2[CH:11]=[N:12][C:13]([NH:21][CH3:20])=[CH:14][CH:15]=2)=[O:9])=[CH:4][CH:3]=1. The yield is 0.550.